Dataset: Reaction yield outcomes from USPTO patents with 853,638 reactions. Task: Predict the reaction yield, written as a fraction of the theoretical maximum amount of product (1.0 means a 100% yield; for example, 0.34 means a 34% yield). (1) The reactants are [CH3:1][C:2]([NH:4][CH2:5][CH2:6][C:7]1[C:11]2[CH:12]=[C:13]([OH:16])[CH:14]=[CH:15][C:10]=2[NH:9][CH:8]=1)=[O:3].CN1CCOCC1.Cl[C:25]([O:27][C:28]1[CH:33]=[CH:32][C:31]([N+:34]([O-:36])=[O:35])=[CH:30][CH:29]=1)=[O:26]. The catalyst is O1CCCC1. The product is [C:25](=[O:26])([O:27][C:28]1[CH:29]=[CH:30][C:31]([N+:34]([O-:36])=[O:35])=[CH:32][CH:33]=1)[O:16][C:13]1[CH:12]=[C:11]2[C:10](=[CH:15][CH:14]=1)[NH:9][CH:8]=[C:7]2[CH2:6][CH2:5][NH:4][C:2](=[O:3])[CH3:1]. The yield is 0.600. (2) The reactants are [Cl:1][C:2]1[N+:7]([O-])=[CH:6][C:5]([CH2:9][N:10]2[CH2:15][CH2:14][O:13][CH2:12][CH2:11]2)=[CH:4][CH:3]=1.[CH3:16][NH:17][C:18]([C:20]1[CH:21]=[C:22]2[C:26](=[CH:27][CH:28]=1)[NH:25][C:24](=[O:29])[CH2:23]2)=[O:19]. No catalyst specified. The product is [ClH:1].[OH:29][C:24]1[NH:25][C:26]2[C:22]([C:23]=1[C:2]1[CH:3]=[CH:4][C:5]([CH2:9][N:10]3[CH2:15][CH2:14][O:13][CH2:12][CH2:11]3)=[CH:6][N:7]=1)=[CH:21][C:20]([C:18]([NH:17][CH3:16])=[O:19])=[CH:28][CH:27]=2. The yield is 0.120. (3) The reactants are [CH2:1]([O:3][C:4](=[N:6][OH:7])[CH3:5])[CH3:2].C(O[K])(C)(C)C.[CH2:14]([O:21][C:22](=[O:30])[C:23]1[CH:28]=[CH:27][CH:26]=[CH:25][C:24]=1F)[C:15]1[CH:20]=[CH:19][CH:18]=[CH:17][CH:16]=1. The catalyst is CN(C=O)C.O. The product is [CH2:1]([O:3][C:4](=[N:6][O:7][C:24]1[CH:25]=[CH:26][CH:27]=[CH:28][C:23]=1[C:22]([O:21][CH2:14][C:15]1[CH:16]=[CH:17][CH:18]=[CH:19][CH:20]=1)=[O:30])[CH3:5])[CH3:2]. The yield is 0.640. (4) The reactants are [CH:1]12[NH:12][CH:9]([CH2:10][CH2:11]1)[CH2:8][C:7]1[CH:6]=[CH:5][C:4]([NH:13][C:14]3[N:19]=[C:18]([NH:20][C:21]4[C:30]([Cl:31])=[CH:29][CH:28]=[CH:27][C:22]=4[C:23]([NH:25][CH3:26])=[O:24])[C:17]([Cl:32])=[CH:16][N:15]=3)=[CH:3][C:2]2=1.Br[CH2:34][CH2:35][O:36][CH3:37]. No catalyst specified. The product is [Cl:31][C:30]1[C:21]([NH:20][C:18]2[C:17]([Cl:32])=[CH:16][N:15]=[C:14]([NH:13][C:4]3[CH:5]=[CH:6][C:7]4[CH2:8][CH:9]5[N:12]([CH2:34][CH2:35][O:36][CH3:37])[CH:1]([CH2:11][CH2:10]5)[C:2]=4[CH:3]=3)[N:19]=2)=[C:22]([CH:27]=[CH:28][CH:29]=1)[C:23]([NH:25][CH3:26])=[O:24]. The yield is 0.340. (5) The reactants are [Cl:1][C:2]1[CH:7]=[C:6]([Cl:8])[CH:5]=[CH:4][C:3]=1[C:9]1[N:10]=[C:11](/[CH:18]=[CH:19]/[C:20]2[CH:25]=[CH:24][C:23]([C:26]3[CH:31]=[CH:30][C:29]([O:32][CH3:33])=[CH:28][CH:27]=3)=[CH:22][CH:21]=2)[N:12]([CH2:14][C:15](O)=[O:16])[CH:13]=1.[CH3:34][CH:35]([NH2:46])[C:36]1[C:45]2[C:40](=[CH:41][CH:42]=[CH:43][CH:44]=2)[CH:39]=[CH:38][CH:37]=1. No catalyst specified. The product is [Cl:1][C:2]1[CH:7]=[C:6]([Cl:8])[CH:5]=[CH:4][C:3]=1[C:9]1[N:10]=[C:11](/[CH:18]=[CH:19]/[C:20]2[CH:21]=[CH:22][C:23]([C:26]3[CH:27]=[CH:28][C:29]([O:32][CH3:33])=[CH:30][CH:31]=3)=[CH:24][CH:25]=2)[N:12]([CH2:14][C:15]([NH:46][CH:35]([C:36]2[C:45]3[C:40](=[CH:41][CH:42]=[CH:43][CH:44]=3)[CH:39]=[CH:38][CH:37]=2)[CH3:34])=[O:16])[CH:13]=1. The yield is 0.670. (6) The reactants are [H-].[Na+:2].[C:3]([O:9][CH2:10][CH3:11])(=[O:8])[CH2:4][C:5]([CH3:7])=O.Cl[CH2:13][C:14](=[O:20])[CH2:15][C:16]([O:18][CH3:19])=[O:17]. The catalyst is C1COCC1. The product is [CH2:10]([O:9][C:3]([C:4]1[CH2:13][C:14]([O-:20])=[C:15]([C:16]([O:18][CH3:19])=[O:17])[C:5]=1[CH3:7])=[O:8])[CH3:11].[Na+:2]. The yield is 0.980.